From a dataset of NCI-60 drug combinations with 297,098 pairs across 59 cell lines. Regression. Given two drug SMILES strings and cell line genomic features, predict the synergy score measuring deviation from expected non-interaction effect. (1) Drug 1: CC1=CC=C(C=C1)C2=CC(=NN2C3=CC=C(C=C3)S(=O)(=O)N)C(F)(F)F. Drug 2: C1=CN(C(=O)N=C1N)C2C(C(C(O2)CO)O)O.Cl. Cell line: RPMI-8226. Synergy scores: CSS=11.9, Synergy_ZIP=6.75, Synergy_Bliss=4.18, Synergy_Loewe=-1.88, Synergy_HSA=3.77. (2) Synergy scores: CSS=3.23, Synergy_ZIP=-1.31, Synergy_Bliss=-0.622, Synergy_Loewe=1.10, Synergy_HSA=-0.245. Drug 1: CC1=C(C(=CC=C1)Cl)NC(=O)C2=CN=C(S2)NC3=CC(=NC(=N3)C)N4CCN(CC4)CCO. Cell line: NCI-H522. Drug 2: CC12CCC3C(C1CCC2O)C(CC4=C3C=CC(=C4)O)CCCCCCCCCS(=O)CCCC(C(F)(F)F)(F)F. (3) Cell line: COLO 205. Drug 2: C1C(C(OC1N2C=NC(=NC2=O)N)CO)O. Synergy scores: CSS=62.1, Synergy_ZIP=7.55, Synergy_Bliss=10.5, Synergy_Loewe=-0.313, Synergy_HSA=9.55. Drug 1: CC12CCC3C(C1CCC2=O)CC(=C)C4=CC(=O)C=CC34C. (4) Drug 1: C1CCC(CC1)NC(=O)N(CCCl)N=O. Drug 2: CN(C)C1=NC(=NC(=N1)N(C)C)N(C)C. Cell line: EKVX. Synergy scores: CSS=2.98, Synergy_ZIP=-1.69, Synergy_Bliss=4.16, Synergy_Loewe=-4.21, Synergy_HSA=2.16. (5) Drug 1: C1CN1P(=S)(N2CC2)N3CC3. Drug 2: CC1CCC2CC(C(=CC=CC=CC(CC(C(=O)C(C(C(=CC(C(=O)CC(OC(=O)C3CCCCN3C(=O)C(=O)C1(O2)O)C(C)CC4CCC(C(C4)OC)OCCO)C)C)O)OC)C)C)C)OC. Cell line: MALME-3M. Synergy scores: CSS=14.6, Synergy_ZIP=-6.55, Synergy_Bliss=-1.48, Synergy_Loewe=-5.14, Synergy_HSA=-2.28. (6) Drug 1: CN1C2=C(C=C(C=C2)N(CCCl)CCCl)N=C1CCCC(=O)O.Cl. Drug 2: CC1=C(C=C(C=C1)C(=O)NC2=CC(=CC(=C2)C(F)(F)F)N3C=C(N=C3)C)NC4=NC=CC(=N4)C5=CN=CC=C5. Cell line: MALME-3M. Synergy scores: CSS=2.86, Synergy_ZIP=0.758, Synergy_Bliss=0.390, Synergy_Loewe=2.44, Synergy_HSA=0.625. (7) Drug 1: C1=NC2=C(N=C(N=C2N1C3C(C(C(O3)CO)O)O)F)N. Drug 2: C1CC(C1)(C(=O)O)C(=O)O.[NH2-].[NH2-].[Pt+2]. Cell line: M14. Synergy scores: CSS=20.7, Synergy_ZIP=-1.99, Synergy_Bliss=4.97, Synergy_Loewe=0.942, Synergy_HSA=1.74.